This data is from Full USPTO retrosynthesis dataset with 1.9M reactions from patents (1976-2016). The task is: Predict the reactants needed to synthesize the given product. (1) The reactants are: [Si]([O:8][CH2:9][C:10]1[CH:15]=[CH:14][C:13]([C:16]([NH2:19])([CH3:18])[CH3:17])=[CH:12][N:11]=1)(C(C)(C)C)(C)C. Given the product [OH:8][CH2:9][C:10]1[CH:15]=[CH:14][C:13]([C:16]([NH2:19])([CH3:17])[CH3:18])=[CH:12][N:11]=1, predict the reactants needed to synthesize it. (2) Given the product [Br:1][C:2]1[CH:3]=[C:4]2[C:9](=[CH:10][CH:11]=1)[O:8][CH:7]([C:12]1[CH:17]=[CH:16][CH:15]=[CH:14][CH:13]=1)[CH2:6]/[C:5]/2=[N:25]/[C:24]#[N:23], predict the reactants needed to synthesize it. The reactants are: [Br:1][C:2]1[CH:3]=[C:4]2[C:9](=[CH:10][CH:11]=1)[O:8][CH:7]([C:12]1[CH:17]=[CH:16][CH:15]=[CH:14][CH:13]=1)[CH2:6][C:5]2=O.C[Si]([N:23]=[C:24]=[N:25][Si](C)(C)C)(C)C.